From a dataset of Full USPTO retrosynthesis dataset with 1.9M reactions from patents (1976-2016). Predict the reactants needed to synthesize the given product. (1) Given the product [Cl:1][C:2]1[CH:3]=[C:4]([CH:27]=[CH:28][C:29]=1[F:30])[NH:5][C:6]1[C:15]2[C:10](=[CH:11][C:12]([O:22][CH2:23][CH3:24])=[C:13]([NH:16][C:17](=[O:21])[CH2:18][CH:19]([N:32]([CH3:33])[CH3:31])[CH3:20])[CH:14]=2)[N:9]=[CH:8][C:7]=1[C:25]#[N:26], predict the reactants needed to synthesize it. The reactants are: [Cl:1][C:2]1[CH:3]=[C:4]([CH:27]=[CH:28][C:29]=1[F:30])[NH:5][C:6]1[C:15]2[C:10](=[CH:11][C:12]([O:22][CH2:23][CH3:24])=[C:13]([NH:16][C:17](=[O:21])[CH:18]=[CH:19][CH3:20])[CH:14]=2)[N:9]=[CH:8][C:7]=1[C:25]#[N:26].[CH3:31][NH:32][CH3:33]. (2) Given the product [C:26]([O:30][C:31]([N:33]([CH2:39][CH3:40])[C@H:34]([C:36]([NH:3][C@@H:4]([CH:20]1[CH2:25][CH2:24][CH2:23][CH2:22][CH2:21]1)[C:5]([N:7]1[C@H:12]([C:13]([O:15][CH3:16])=[O:14])[CH2:11][N:10]2[CH2:17][CH2:18][CH2:19][C@@H:9]2[CH2:8]1)=[O:6])=[O:37])[CH3:35])=[O:32])([CH3:27])([CH3:29])[CH3:28], predict the reactants needed to synthesize it. The reactants are: Cl.Cl.[NH2:3][C@@H:4]([CH:20]1[CH2:25][CH2:24][CH2:23][CH2:22][CH2:21]1)[C:5]([N:7]1[C@H:12]([C:13]([O:15][CH3:16])=[O:14])[CH2:11][N:10]2[CH2:17][CH2:18][CH2:19][C@@H:9]2[CH2:8]1)=[O:6].[C:26]([O:30][C:31]([N:33]([CH2:39][CH3:40])[C@H:34]([C:36](O)=[O:37])[CH3:35])=[O:32])([CH3:29])([CH3:28])[CH3:27].C(N(C(C)C)C(C)C)C.F[P-](F)(F)(F)(F)F.N1(OC(N(C)C)=[N+](C)C)C2N=CC=CC=2N=N1. (3) Given the product [CH3:1][C:2]1[O:3][C:4]2[CH:26]=[CH:25][CH:24]=[CH:23][C:5]=2[C:6]=1[C:7](=[O:22])[C:8]1[CH:13]=[C:12]([CH:14]([CH3:15])[CH3:16])[C:11]([OH:17])=[C:10]([CH:19]([CH3:21])[CH3:20])[CH:9]=1, predict the reactants needed to synthesize it. The reactants are: [CH3:1][C:2]1[O:3][C:4]2[CH:26]=[CH:25][CH:24]=[CH:23][C:5]=2[C:6]=1[C:7](=[O:22])[C:8]1[CH:13]=[C:12]([CH:14]([CH3:16])[CH3:15])[C:11]([O:17]C)=[C:10]([CH:19]([CH3:21])[CH3:20])[CH:9]=1.B(Br)(Br)Br.Cl. (4) Given the product [F:28][C:29]1[C:30]2[O:39][CH2:40][CH:41]=[CH:42][C:31]=2[C:32]([C:33]([OH:35])=[O:34])=[CH:37][CH:38]=1, predict the reactants needed to synthesize it. The reactants are: FC1C=CC(C(O)=O)=CC=1O.FC1C=CC(C(OC)=O)=CC=1O.C(Br)C#C.[F:28][C:29]1[CH:38]=[CH:37][C:32]([C:33]([O:35]C)=[O:34])=[CH:31][C:30]=1[O:39][CH2:40][C:41]#[CH:42].C(N(CC)C1C=CC=CC=1)C.FC1C2OCC=CC=2C(C(OC)=O)=CC=1. (5) Given the product [F:22][C:7]([F:23])([C:8]1[CH:13]=[CH:12][C:11]([C:14]2[CH:19]=[CH:18][C:17]([O:20][CH3:21])=[CH:16][CH:15]=2)=[CH:10][CH:9]=1)[CH2:6][CH2:5][C:4]([OH:24])=[O:3], predict the reactants needed to synthesize it. The reactants are: C([O:3][C:4](=[O:24])[CH:5]=[CH:6][C:7]([F:23])([F:22])[C:8]1[CH:13]=[CH:12][C:11]([C:14]2[CH:19]=[CH:18][C:17]([O:20][CH3:21])=[CH:16][CH:15]=2)=[CH:10][CH:9]=1)C.C1(P(=CC(OCC2C=CC=CC=2)=O)(C2C=CC=CC=2)C2C=CC=CC=2)C=CC=CC=1. (6) Given the product [CH3:13][CH:2]([CH3:1])[CH2:3][CH:4]([C:10]1[S:12][CH:15]=[C:16]([C:18]2[CH:23]=[CH:22][CH:21]=[CH:20][CH:19]=2)[N:11]=1)[C:5]([O:7][CH2:8][CH3:9])=[O:6], predict the reactants needed to synthesize it. The reactants are: [CH3:1][CH:2]([CH3:13])[CH2:3][CH:4]([C:10](=[S:12])[NH2:11])[C:5]([O:7][CH2:8][CH3:9])=[O:6].Br[CH2:15][C:16]([C:18]1[CH:23]=[CH:22][CH:21]=[CH:20][CH:19]=1)=O. (7) Given the product [Si:1]([O:8][CH:9]1[CH2:14][CH:13]([CH3:15])[CH2:12][CH:11]([C:16]2[CH:21]=[CH:20][N:19]=[CH:18][C:17]=2[NH2:22])[CH2:10]1)([C:4]([CH3:7])([CH3:5])[CH3:6])([CH3:3])[CH3:2], predict the reactants needed to synthesize it. The reactants are: [Si:1]([O:8][CH:9]1[CH2:14][CH:13]([CH3:15])[CH2:12][C:11]([C:16]2[CH:21]=[CH:20][N:19]=[CH:18][C:17]=2[N+:22]([O-])=O)=[CH:10]1)([C:4]([CH3:7])([CH3:6])[CH3:5])([CH3:3])[CH3:2]. (8) Given the product [N:1]1([C@@H:6]2[CH2:10][CH2:9][N:8]([C:11]3[CH:16]=[CH:15][C:14]([N:17]4[CH:26]=[CH:25][C:24]5[C:19](=[CH:20][CH:21]=[C:22]([O:27][C:31]6[S:32][CH:33]=[CH:34][N:35]=6)[CH:23]=5)[C:18]4=[O:28])=[CH:13][C:12]=3[F:29])[CH2:7]2)[CH2:2][CH2:3][CH2:4][CH2:5]1, predict the reactants needed to synthesize it. The reactants are: [N:1]1([C@@H:6]2[CH2:10][CH2:9][N:8]([C:11]3[CH:16]=[CH:15][C:14]([N:17]4[CH:26]=[CH:25][C:24]5[C:19](=[CH:20][CH:21]=[C:22]([OH:27])[CH:23]=5)[C:18]4=[O:28])=[CH:13][C:12]=3[F:29])[CH2:7]2)[CH2:5][CH2:4][CH2:3][CH2:2]1.Br[C:31]1[S:32][CH:33]=[CH:34][N:35]=1. (9) Given the product [P:30]([OH:34])([OH:33])([OH:32])=[O:31].[O:2]=[C:3]([N:17]1[CH2:22][CH2:21][N:20]2[C:23]([C:26]([F:29])([F:28])[F:27])=[N:24][N:25]=[C:19]2[CH2:18]1)[CH2:4][C@H:5]([NH2:16])[CH2:6][C:7]1[CH:12]=[C:11]([F:13])[C:10]([F:14])=[CH:9][C:8]=1[F:15], predict the reactants needed to synthesize it. The reactants are: O.[O:2]=[C:3]([N:17]1[CH2:22][CH2:21][N:20]2[C:23]([C:26]([F:29])([F:28])[F:27])=[N:24][N:25]=[C:19]2[CH2:18]1)[CH2:4][C@H:5]([NH2:16])[CH2:6][C:7]1[CH:12]=[C:11]([F:13])[C:10]([F:14])=[CH:9][C:8]=1[F:15].[P:30](=[O:34])([OH:33])([OH:32])[OH:31]. (10) Given the product [CH3:19][C:16]1[CH:15]=[CH:14][C:13]([CH:12]2[CH2:11][C:10](=[O:20])[CH2:9][CH:8]([C:5]3[CH:4]=[CH:3][C:2]([CH3:1])=[CH:7][CH:6]=3)[N:22]2[CH3:21])=[CH:18][CH:17]=1, predict the reactants needed to synthesize it. The reactants are: [CH3:1][C:2]1[CH:7]=[CH:6][C:5]([CH:8]=[CH:9][C:10](=[O:20])[CH:11]=[CH:12][C:13]2[CH:18]=[CH:17][C:16]([CH3:19])=[CH:15][CH:14]=2)=[CH:4][CH:3]=1.[CH3:21][NH2:22].O.